This data is from Forward reaction prediction with 1.9M reactions from USPTO patents (1976-2016). The task is: Predict the product of the given reaction. (1) Given the reactants [I:1][C:2]1[C:10]2[C:5](=[CH:6][CH:7]=[C:8]([C:11]([OH:13])=O)[CH:9]=2)[NH:4][N:3]=1.[CH:14]1([CH:19]([C:21]2[CH:26]=[CH:25][CH:24]=[CH:23][N:22]=2)[NH2:20])[CH2:18][CH2:17][CH2:16][CH2:15]1.CN(C(ON1N=NC2C=CC=CC1=2)=[N+](C)C)C.[B-](F)(F)(F)F.CCN(C(C)C)C(C)C, predict the reaction product. The product is: [CH:14]1([CH:19]([C:21]2[CH:26]=[CH:25][CH:24]=[CH:23][N:22]=2)[NH:20][C:11]([C:8]2[CH:9]=[C:10]3[C:5](=[CH:6][CH:7]=2)[NH:4][N:3]=[C:2]3[I:1])=[O:13])[CH2:15][CH2:16][CH2:17][CH2:18]1. (2) Given the reactants [CH2:1]([C:5]1[CH:10]=[CH:9][C:8]([C:11]#[C:12][C:13]2[CH:31]=[CH:30][C:16]([CH2:17][NH:18][C:19]3[CH:20]=[CH:21][C:22]([F:29])=[C:23]([CH:28]=3)[C:24]([O:26][CH3:27])=[O:25])=[CH:15][CH:14]=2)=[CH:7][CH:6]=1)[CH2:2][CH2:3][CH3:4].[CH:32](=O)[CH2:33][CH2:34][CH2:35][CH2:36][CH3:37].C(O[BH-](OC(=O)C)OC(=O)C)(=O)C.[Na+], predict the reaction product. The product is: [CH2:1]([C:5]1[CH:6]=[CH:7][C:8]([C:11]#[C:12][C:13]2[CH:14]=[CH:15][C:16]([CH2:17][N:18]([CH2:32][CH2:33][CH2:34][CH2:35][CH2:36][CH3:37])[C:19]3[CH:20]=[CH:21][C:22]([F:29])=[C:23]([CH:28]=3)[C:24]([O:26][CH3:27])=[O:25])=[CH:30][CH:31]=2)=[CH:9][CH:10]=1)[CH2:2][CH2:3][CH3:4]. (3) Given the reactants [C:1]([C:3]1[CH:8]=[CH:7][C:6]([C:9]2[CH:26]=[CH:25][C:12]3[CH2:13][CH2:14][N:15](C(OC(C)(C)C)=O)[CH2:16][CH2:17][C:11]=3[CH:10]=2)=[CH:5][CH:4]=1)#[N:2].Cl, predict the reaction product. The product is: [CH2:13]1[C:12]2[CH:25]=[CH:26][C:9]([C:6]3[CH:7]=[CH:8][C:3]([C:1]#[N:2])=[CH:4][CH:5]=3)=[CH:10][C:11]=2[CH2:17][CH2:16][NH:15][CH2:14]1. (4) Given the reactants [NH2:1][C:2]1[CH:7]=[CH:6][C:5]([NH2:8])=[CH:4][C:3]=1[C:9]1[S:10][C:11](C)=[C:12](C)[N:13]=1.NC1C=CC(N)=CC=1C1SC=C(C2C=CC=CC=2)N=1.NC1C=CC(N)=CC=1C1SC=C(C)N=1, predict the reaction product. The product is: [NH2:1][C:2]1[CH:7]=[CH:6][C:5]([NH2:8])=[CH:4][C:3]=1[C:9]1[S:10][CH:11]=[CH:12][N:13]=1. (5) Given the reactants [Cl:1][C:2]1[CH:7]=[CH:6][CH:5]=[C:4]([Cl:8])[C:3]=1[C:9]1[CH:19]=[C:18]([CH3:20])[C:12]2[N:13]=[C:14]([NH2:17])[N:15]=[N:16][C:11]=2[CH:10]=1.[C:21]([O:25][C:26]([N:28]1[CH2:33][CH2:32][N:31]([S:34]([C:37]2[CH:42]=[CH:41][C:40](Br)=[CH:39][CH:38]=2)(=[O:36])=[O:35])[CH2:30][CH2:29]1)=[O:27])([CH3:24])([CH3:23])[CH3:22].C(=O)([O-])[O-].[Cs+].[Cs+].C1(P(C2C=CC=CC=2)C2C3OC4C(=CC=CC=4P(C4C=CC=CC=4)C4C=CC=CC=4)C(C)(C)C=3C=CC=2)C=CC=CC=1, predict the reaction product. The product is: [C:21]([O:25][C:26]([N:28]1[CH2:33][CH2:32][N:31]([S:34]([C:37]2[CH:42]=[CH:41][C:40]([NH:17][C:14]3[N:15]=[N:16][C:11]4[CH:10]=[C:9]([C:3]5[C:4]([Cl:8])=[CH:5][CH:6]=[CH:7][C:2]=5[Cl:1])[CH:19]=[C:18]([CH3:20])[C:12]=4[N:13]=3)=[CH:39][CH:38]=2)(=[O:36])=[O:35])[CH2:30][CH2:29]1)=[O:27])([CH3:24])([CH3:22])[CH3:23]. (6) Given the reactants O[NH:2][C:3]([C:5]1[C:6]2[CH:13]=[C:12]([CH3:14])[NH:11][C:7]=2[N:8]=[CH:9][CH:10]=1)=[NH:4].[C:15]([O:18]C(=O)C)(=[O:17])[CH3:16].[H][H], predict the reaction product. The product is: [C:15]([OH:18])(=[O:17])[CH3:16].[CH3:14][C:12]1[NH:11][C:7]2[N:8]=[CH:9][CH:10]=[C:5]([C:3]([NH2:4])=[NH:2])[C:6]=2[CH:13]=1. (7) Given the reactants [O:1]1[CH2:5][CH2:4][CH2:3][CH2:2]1.[CH:6]([C:9]1[CH:15]=[CH:14][C:12]([OH:13])=[CH:11][C:10]=1[OH:16])([CH3:8])[CH3:7].[H-].[Na+].[P:19](Cl)([O:29][CH2:30][C:31]1[CH:36]=[CH:35][CH:34]=[CH:33][CH:32]=1)([O:21][CH2:22][C:23]1[CH:28]=[CH:27][CH:26]=[CH:25][CH:24]=1)=[O:20], predict the reaction product. The product is: [CH2:5]([O:1][P:19]([O:13][C:12]1[CH:14]=[CH:15][C:9]([CH:6]([CH3:8])[CH3:7])=[C:10]([O:16][P:19]([O:29][CH2:30][C:31]2[CH:36]=[CH:35][CH:34]=[CH:33][CH:32]=2)([O:21][CH2:22][C:23]2[CH:28]=[CH:27][CH:26]=[CH:25][CH:24]=2)=[O:20])[CH:11]=1)([O:21][CH2:22][C:23]1[CH:28]=[CH:27][CH:26]=[CH:25][CH:24]=1)=[O:20])[C:4]1[CH:30]=[CH:31][CH:32]=[CH:2][CH:3]=1. (8) Given the reactants Cl[C:2]1[N:7]2[N:8]=[C:9]([CH3:22])[C:10]([CH2:11][C:12]3[C:21]4[C:16](=[CH:17][CH:18]=[CH:19][CH:20]=4)[CH:15]=[CH:14][CH:13]=3)=[C:6]2[N:5]=[C:4]([N:23]2[CH2:28][CH2:27][O:26][CH2:25][CH2:24]2)[CH:3]=1.[NH:29]1[CH:33]=[CH:32][N:31]=[CH:30]1.P([O-])([O-])([O-])=O.[K+].[K+].[K+].CN[C@H]1[C@H](NC)CCCC1, predict the reaction product. The product is: [N:29]1([C:2]2[N:7]3[N:8]=[C:9]([CH3:22])[C:10]([CH2:11][C:12]4[C:21]5[C:16](=[CH:17][CH:18]=[CH:19][CH:20]=5)[CH:15]=[CH:14][CH:13]=4)=[C:6]3[N:5]=[C:4]([N:23]3[CH2:28][CH2:27][O:26][CH2:25][CH2:24]3)[CH:3]=2)[CH:33]=[CH:32][N:31]=[CH:30]1. (9) The product is: [OH:6][NH:7][C:8](=[O:35])[C@@H:9]([CH3:34])[CH2:10][C@H:11]([NH:18][C:19]([C:21]1[CH:22]=[CH:23][C:24]([O:27][C:28]2[CH:29]=[CH:30][CH:31]=[CH:32][CH:33]=2)=[CH:25][CH:26]=1)=[O:20])[CH2:12][O:13][CH2:14][O:15][CH2:16][CH3:17]. Given the reactants COC([O:6][NH:7][C:8](=[O:35])[C@@H:9]([CH3:34])[CH2:10][C@H:11]([NH:18][C:19]([C:21]1[CH:26]=[CH:25][C:24]([O:27][C:28]2[CH:33]=[CH:32][CH:31]=[CH:30][CH:29]=2)=[CH:23][CH:22]=1)=[O:20])[CH2:12][O:13][CH2:14][O:15][CH2:16][CH3:17])(C)C, predict the reaction product. (10) Given the reactants [CH3:1][S:2]([CH2:5][C:6]1[CH:11]=[C:10]([C:12]([F:15])([F:14])[F:13])[CH:9]=[C:8]([N+:16]([O-])=O)[CH:7]=1)(=[O:4])=[O:3], predict the reaction product. The product is: [CH3:1][S:2]([CH2:5][C:6]1[CH:7]=[C:8]([CH:9]=[C:10]([C:12]([F:13])([F:14])[F:15])[CH:11]=1)[NH2:16])(=[O:4])=[O:3].